From a dataset of Full USPTO retrosynthesis dataset with 1.9M reactions from patents (1976-2016). Predict the reactants needed to synthesize the given product. (1) Given the product [CH3:9][S:10]([C:13]1[CH:18]=[CH:17][C:16]([C:2]2[CH:7]=[C:6]([CH3:8])[CH:5]=[CH:4][N:3]=2)=[CH:15][CH:14]=1)(=[O:12])=[O:11], predict the reactants needed to synthesize it. The reactants are: Cl[C:2]1[CH:7]=[C:6]([CH3:8])[CH:5]=[CH:4][N:3]=1.[CH3:9][S:10]([C:13]1[CH:18]=[CH:17][C:16](B(O)O)=[CH:15][CH:14]=1)(=[O:12])=[O:11].P([O-])([O-])([O-])=O.[K+].[K+].[K+]. (2) Given the product [C:74]([NH:73][C:69]1[N:70]=[CH:71][N:72]=[C:49]([N:45]2[CH2:46][CH2:47][CH2:48][C@@H:43]([NH:42][C:40](=[O:41])[CH2:39][NH:38][C:33]3[CH:34]=[C:35]([Cl:37])[CH:36]=[C:31]([Cl:30])[CH:32]=3)[CH2:44]2)[CH:68]=1)(=[O:76])[CH3:75], predict the reactants needed to synthesize it. The reactants are: ClC1C=C(N[C@H](C2CC2)C(N[C@@H]2CCCN(C(OC(C)(C)C)=O)C2)=O)C=C(F)C=1.[Cl:30][C:31]1[CH:32]=[C:33]([NH:38][CH2:39][C:40]([NH:42][C@@H:43]2[CH2:48][CH2:47][CH2:46][N:45]([C:49](OC(C)(C)C)=O)[CH2:44]2)=[O:41])[CH:34]=[C:35]([Cl:37])[CH:36]=1.NC1C(C#N)=C(Cl)N=CN=1.ClC1[N:72]=[CH:71][N:70]=[C:69]([NH:73][C:74](=[O:76])[CH3:75])[CH:68]=1. (3) Given the product [CH3:1][O:2][C:3]([N:5]1[CH2:9][CH2:8][C:7]([C:10]2[CH:11]=[CH:12][CH:13]=[CH:14][CH:15]=2)([C:16]([C:17]2[CH:18]=[C:19]3[C:23](=[CH:24][CH:25]=2)[N:22]([Si:26]([CH:30]([CH3:32])[CH3:31])([CH:33]([CH3:34])[CH3:35])[CH:27]([CH3:28])[CH3:29])[CH:21]=[CH:20]3)=[O:36])[CH2:6]1)=[O:4], predict the reactants needed to synthesize it. The reactants are: [CH3:1][O:2][C:3]([N:5]1[CH2:9][CH2:8][C:7]([CH:16]([OH:36])[C:17]2[CH:18]=[C:19]3[C:23](=[CH:24][CH:25]=2)[N:22]([Si:26]([CH:33]([CH3:35])[CH3:34])([CH:30]([CH3:32])[CH3:31])[CH:27]([CH3:29])[CH3:28])[CH:21]=[CH:20]3)([C:10]2[CH:15]=[CH:14][CH:13]=[CH:12][CH:11]=2)[CH2:6]1)=[O:4]. (4) The reactants are: [C:1]1([C:7]2([CH3:17])[C:12](=O)[N:11]([CH3:14])[C:10](=[O:15])[NH:9][C:8]2=O)[CH2:6][CH2:5][CH2:4][CH2:3][CH:2]=1.CN(C=O)C.[Cr](O[Cr]([O-])(=O)=O)([O-])(=O)=O.[NH+]1C=CC=CC=1.[NH+]1C=CC=CC=1.O. Given the product [C:1]1([C:7]2([CH3:17])[CH2:12][N:11]([CH3:14])[C:10](=[O:15])[NH:9][CH2:8]2)[CH2:6][CH2:5][CH2:4][CH2:3][CH:2]=1, predict the reactants needed to synthesize it.